From a dataset of Reaction yield outcomes from USPTO patents with 853,638 reactions. Predict the reaction yield, written as a fraction of the theoretical maximum amount of product (1.0 means a 100% yield; for example, 0.34 means a 34% yield). (1) The reactants are [NH:1]1[C:9]2[C:4](=[CH:5][CH:6]=[C:7]([N:10]3[CH2:15][CH2:14][O:13][CH2:12][CH2:11]3)[CH:8]=2)[CH:3]=[CH:2]1.[F:16][C:17]1[CH:22]=[CH:21][CH:20]=[CH:19][C:18]=1/[CH:23]=[CH:24]/[N+:25]([O-:27])=[O:26]. The catalyst is C1(C)C=CC=CC=1. The product is [F:16][C:17]1[CH:22]=[CH:21][CH:20]=[CH:19][C:18]=1[CH:23]([C:3]1[C:4]2[C:9](=[CH:8][C:7]([N:10]3[CH2:15][CH2:14][O:13][CH2:12][CH2:11]3)=[CH:6][CH:5]=2)[NH:1][CH:2]=1)[CH2:24][N+:25]([O-:27])=[O:26]. The yield is 0.436. (2) The reactants are N[C:2]1[CH:10]=[CH:9][CH:8]=[CH:7][C:3]=1[C:4]([NH2:6])=[O:5].[N:11]1C=CC=CC=1.[F:17][C:18]1[CH:26]=[CH:25][CH:24]=[CH:23][C:19]=1[C:20](Cl)=[O:21].Cl. The catalyst is C(Cl)(Cl)Cl. The product is [F:17][C:18]1[CH:26]=[CH:25][CH:24]=[CH:23][C:19]=1[C:20]([C:2]1[C:10]([NH2:11])=[CH:9][CH:8]=[CH:7][C:3]=1[C:4]([NH2:6])=[O:5])=[O:21]. The yield is 0.820. (3) The reactants are [BH4-].[Na+].[CH3:3][C:4]1[C:12]2[C:7](=[CH:8][CH:9]=[CH:10][CH:11]=2)[N:6]([N:13]=[CH:14][CH2:15][CH3:16])[CH:5]=1.C(O)(=O)C.[H][H]. The catalyst is CN1C(=O)CCC1.O.C(O)C. The product is [CH3:3][C:4]1[C:12]2[C:7](=[CH:8][CH:9]=[CH:10][CH:11]=2)[N:6]([NH:13][CH2:14][CH2:15][CH3:16])[CH:5]=1. The yield is 0.900. (4) The product is [Cl:1][C:2]1[CH:30]=[CH:29][C:5]([CH2:6][N:7]2[CH:12]=[N:11][C:10]([N:13]3[CH2:18][CH2:17][CH:16]([C:20]4[CH:25]=[CH:24][C:23]([F:26])=[CH:22][CH:21]=4)[C:15](=[O:27])[CH2:14]3)=[N:9][C:8]2=[O:28])=[CH:4][CH:3]=1. The catalyst is C1(C)C=CC=CC=1. The reactants are [Cl:1][C:2]1[CH:30]=[CH:29][C:5]([CH2:6][N:7]2[CH:12]=[N:11][C:10]([N:13]3[CH2:18][CH2:17][C:16]([C:20]4[CH:25]=[CH:24][C:23]([F:26])=[CH:22][CH:21]=4)(O)[CH:15]([OH:27])[CH2:14]3)=[N:9][C:8]2=[O:28])=[CH:4][CH:3]=1.O.C1(C)C=CC(S(O)(=O)=O)=CC=1. The yield is 0.0800. (5) The reactants are [CH3:1][O:2][C:3]([C:5]1([C:8]2[CH:13]=[CH:12][C:11]([O:14][CH3:15])=[C:10]([CH2:16]Cl)[CH:9]=2)[CH2:7][CH2:6]1)=[O:4].C([O-])([O-])=[O:19].[Na+].[Na+].Cl. The catalyst is O.[N+](CCCC)(CCCC)(CCCC)CCCC.[Br-]. The product is [CH3:1][O:2][C:3]([C:5]1([C:8]2[CH:13]=[CH:12][C:11]([O:14][CH3:15])=[C:10]([CH2:16][OH:19])[CH:9]=2)[CH2:7][CH2:6]1)=[O:4]. The yield is 0.390. (6) The reactants are [CH3:1][NH:2][C:3]1[CH:8]=[CH:7][C:6]([CH:9]=[CH:10][C:11]2[CH:23]=[CH:22][C:14]([O:15][CH2:16][CH2:17][O:18][CH2:19][CH2:20][OH:21])=[CH:13][CH:12]=2)=[CH:5][CH:4]=1.[CH3:24][C:25]([Si:28](Cl)([CH3:30])[CH3:29])([CH3:27])[CH3:26].N1C=CN=C1. The yield is 0.910. The catalyst is ClCCl. The product is [C:25]([Si:28]([CH3:30])([CH3:29])[O:21][CH2:20][CH2:19][O:18][CH2:17][CH2:16][O:15][C:14]1[CH:13]=[CH:12][C:11]([CH:10]=[CH:9][C:6]2[CH:5]=[CH:4][C:3]([NH:2][CH3:1])=[CH:8][CH:7]=2)=[CH:23][CH:22]=1)([CH3:27])([CH3:26])[CH3:24]. (7) The reactants are FC(F)(F)S(O[C:7]1[CH:12]=[C:11]([Cl:13])[C:10]([CH2:14][CH:15]2[CH2:19][CH2:18][N:17]([CH:20]3[CH2:25][CH2:24][CH2:23][CH2:22][CH2:21]3)[C:16]2=[O:26])=[C:9]([Cl:27])[CH:8]=1)(=O)=O.[C:30]([CH2:33][CH2:34][C:35]1[CH:40]=[CH:39][C:38](B(O)O)=[CH:37][CH:36]=1)([OH:32])=[O:31]. The catalyst is O1CCOCC1.C([O-])([O-])=O.[Na+].[Na+]. The product is [Cl:27][C:9]1[CH:8]=[C:7]([C:38]2[CH:39]=[CH:40][C:35]([CH2:34][CH2:33][C:30]([OH:32])=[O:31])=[CH:36][CH:37]=2)[CH:12]=[C:11]([Cl:13])[C:10]=1[CH2:14][CH:15]1[CH2:19][CH2:18][N:17]([CH:20]2[CH2:25][CH2:24][CH2:23][CH2:22][CH2:21]2)[C:16]1=[O:26]. The yield is 0.620. (8) The reactants are [F:1][C:2]1[CH:3]=[C:4]2[C:8](=[CH:9][CH:10]=1)[NH:7][C:6](=[O:11])[C:5]2=[C:12]1[C:20]2[C:15](=[CH:16][C:17]([CH2:21][CH2:22][CH2:23]OS(C)(=O)=O)=[CH:18][CH:19]=2)[C:14]([CH3:30])([CH3:29])[O:13]1.[CH2:31]([NH:33][CH2:34][CH3:35])[CH3:32]. The catalyst is O1CCOCC1.CCOC(C)=O. The product is [CH2:31]([N:33]([CH2:34][CH3:35])[CH2:23][CH2:22][CH2:21][C:17]1[CH:16]=[C:15]2[C:20](=[CH:19][CH:18]=1)[C:12](=[C:5]1[C:4]3[C:8](=[CH:9][CH:10]=[C:2]([F:1])[CH:3]=3)[NH:7][C:6]1=[O:11])[O:13][C:14]2([CH3:29])[CH3:30])[CH3:32]. The yield is 0.540. (9) The reactants are [N+:1]([C:4]1[CH:5]=[C:6]2[C:10](=[CH:11][CH:12]=1)[CH2:9][CH:8]([C:13](O)=[O:14])[CH2:7]2)([O-:3])=[O:2]. The catalyst is C1COCC1. The product is [N+:1]([C:4]1[CH:5]=[C:6]2[C:10](=[CH:11][CH:12]=1)[CH2:9][CH:8]([CH2:13][OH:14])[CH2:7]2)([O-:3])=[O:2]. The yield is 0.590. (10) The reactants are [F:1][C:2]([F:7])([F:6])[C:3]([OH:5])=[O:4].[F:8][C:9]([F:14])([F:13])[C:10]([OH:12])=[O:11].FC(F)(F)C(O)=O.[Cl:22][C:23]1[CH:24]=[N:25][C:26]2[NH:27][C:28]3[CH:29]=[N:30][CH:31]=[C:32]([CH:54]=3)[CH2:33][CH2:34][C:35]3[CH:43]=[C:39]([NH:40][C:41]=1[N:42]=2)[CH:38]=[CH:37][C:36]=3[NH:44][C:45](=[O:53])[CH2:46][CH:47]1[CH2:52][CH2:51][NH:50][CH2:49][CH2:48]1.[CH3:55][CH:56]([S:58](Cl)(=[O:60])=[O:59])[CH3:57]. No catalyst specified. The product is [F:1][C:2]([F:7])([F:6])[C:3]([OH:5])=[O:4].[F:8][C:9]([F:14])([F:13])[C:10]([OH:12])=[O:11].[Cl:22][C:23]1[CH:24]=[N:25][C:26]2[NH:27][C:28]3[CH:29]=[N:30][CH:31]=[C:32]([CH:54]=3)[CH2:33][CH2:34][C:35]3[CH:43]=[C:39]([NH:40][C:41]=1[N:42]=2)[CH:38]=[CH:37][C:36]=3[NH:44][C:45](=[O:53])[CH2:46][CH:47]1[CH2:52][CH2:51][N:50]([S:58]([CH:56]([CH3:57])[CH3:55])(=[O:60])=[O:59])[CH2:49][CH2:48]1. The yield is 0.250.